This data is from Catalyst prediction with 721,799 reactions and 888 catalyst types from USPTO. The task is: Predict which catalyst facilitates the given reaction. (1) Reactant: [CH:1]1[C:14]2[C:5](=[CH:6][C:7]3[C:12]([C:13]=2[CH2:15]O)=[CH:11][CH:10]=[CH:9][CH:8]=3)[CH:4]=[CH:3][CH:2]=1.P(Br)(Br)[Br:18].C([O-])([O-])=O.[K+].[K+]. Product: [Br:18][CH2:15][C:13]1[C:14]2[C:5]([CH:6]=[C:7]3[C:12]=1[CH:11]=[CH:10][CH:9]=[CH:8]3)=[CH:4][CH:3]=[CH:2][CH:1]=2. The catalyst class is: 11. (2) Reactant: [CH3:1][C:2]1([CH3:14])[C:10]2[C:5](=[CH:6][C:7]([N+:11]([O-:13])=[O:12])=[CH:8][CH:9]=2)[NH:4][CH2:3]1.[CH3:15][N:16]1[CH2:21][CH2:20][C:19](=O)[CH2:18][CH2:17]1.[BH-](OC(C)=O)(OC(C)=O)OC(C)=O.[Na+].C([O-])(O)=O.[Na+]. Product: [CH3:1][C:2]1([CH3:14])[C:10]2[C:5](=[CH:6][C:7]([N+:11]([O-:13])=[O:12])=[CH:8][CH:9]=2)[N:4]([CH:19]2[CH2:20][CH2:21][N:16]([CH3:15])[CH2:17][CH2:18]2)[CH2:3]1. The catalyst class is: 585. (3) Reactant: [Cl:1][C:2]1[CH:10]=[CH:9][C:8]([S:11](F)(=[O:13])=[O:12])=[CH:7][C:3]=1[C:4]([OH:6])=[O:5].[N:15]1([C:21]([O:23][CH2:24][CH3:25])=[O:22])[CH2:20][CH2:19][NH:18][CH2:17][CH2:16]1.C(N(C(C)C)C(C)C)C.N1CCNCC1.S(F)(F)(=O)=O. Product: [CH2:24]([O:23][C:21]([N:15]1[CH2:16][CH2:17][N:18]([S:11]([C:8]2[CH:9]=[CH:10][C:2]([Cl:1])=[C:3]([C:4]([OH:6])=[O:5])[CH:7]=2)(=[O:13])=[O:12])[CH2:19][CH2:20]1)=[O:22])[CH3:25]. The catalyst class is: 13. (4) Reactant: [Cl:1][C:2]1[CH:11]=[CH:10][C:9]2[N:8]=[CH:7][C:6]3[N:12]=[CH:13][N:14]([C:15]4[CH:20]=[CH:19][CH:18]=[CH:17][C:16]=4[Cl:21])[C:5]=3[C:4]=2[CH:3]=1.C(=O)([O-])[O-:23].[Na+].[Na+].ClC1C=C(C=CC=1)C(OO)=O. Product: [Cl:1][C:2]1[CH:11]=[CH:10][C:9]2[N+:8]([O-:23])=[CH:7][C:6]3[N:12]=[CH:13][N:14]([C:15]4[CH:20]=[CH:19][CH:18]=[CH:17][C:16]=4[Cl:21])[C:5]=3[C:4]=2[CH:3]=1. The catalyst class is: 22. (5) Reactant: O[CH:2]([C:16]1[CH:21]=[CH:20][CH:19]=[CH:18][C:17]=1[S:22]([C:25]1[S:26][CH:27]=[CH:28][CH:29]=1)(=[O:24])=[O:23])[C:3]1[C:11]2[C:10](=[O:12])[CH2:9][C:8]([CH3:14])([CH3:13])[CH2:7][C:6]=2[NH:5][C:4]=1[CH3:15].FC(F)(F)C(O)=O.C([SiH](CC)CC)C.[OH-].[Na+]. Product: [CH3:15][C:4]1[NH:5][C:6]2[CH2:7][C:8]([CH3:14])([CH3:13])[CH2:9][C:10](=[O:12])[C:11]=2[C:3]=1[CH2:2][C:16]1[CH:21]=[CH:20][CH:19]=[CH:18][C:17]=1[S:22]([C:25]1[S:26][CH:27]=[CH:28][CH:29]=1)(=[O:24])=[O:23]. The catalyst class is: 4. (6) Reactant: [F:1][C:2]([F:24])([F:23])[C:3]1[CH:4]=[C:5]([CH:20]=[CH:21][CH:22]=1)[CH2:6][NH:7][C:8]1[C:17]2[C:12](=[C:13]([C:18]#[N:19])[CH:14]=[CH:15][CH:16]=2)[N:11]=[CH:10][CH:9]=1.[Li+].[OH-:26]. Product: [F:24][C:2]([F:23])([F:1])[C:3]1[CH:4]=[C:5]([CH:20]=[CH:21][CH:22]=1)[CH2:6][NH:7][C:8]1[C:17]2[C:12](=[C:13]([C:18]([NH2:19])=[O:26])[CH:14]=[CH:15][CH:16]=2)[N:11]=[CH:10][CH:9]=1. The catalyst class is: 12.